The task is: Predict the product of the given reaction.. This data is from Forward reaction prediction with 1.9M reactions from USPTO patents (1976-2016). (1) Given the reactants [CH3:1][N:2]([CH3:6])[CH2:3][CH2:4][OH:5].[CH3:7][O:8][C:9](=[O:17])[C:10]1[CH:15]=[CH:14][C:13](O)=[CH:12][CH:11]=1.C1(P(C2C=CC=CC=2)C2C=CC=CC=2)C=CC=CC=1.CCOC(/N=N/C(OCC)=O)=O, predict the reaction product. The product is: [CH3:7][O:8][C:9](=[O:17])[C:10]1[CH:15]=[CH:14][C:13]([O:5][CH2:4][CH2:3][N:2]([CH3:6])[CH3:1])=[CH:12][CH:11]=1. (2) Given the reactants [H-].[Na+].[OH:3][C@H:4]1[CH2:7][C@H:6]([C:8]([NH:10][C:11]2[CH:16]=[CH:15][CH:14]=[CH:13][N:12]=2)=[O:9])[CH2:5]1.F[C:18]1[C:23]([CH:24]2[CH2:29][CH2:28][O:27][CH2:26][CH2:25]2)=[CH:22][CH:21]=[CH:20][N:19]=1, predict the reaction product. The product is: [N:12]1[CH:13]=[CH:14][CH:15]=[CH:16][C:11]=1[NH:10][C:8]([C@H:6]1[CH2:7][C@H:4]([O:3][C:18]2[C:23]([CH:24]3[CH2:29][CH2:28][O:27][CH2:26][CH2:25]3)=[CH:22][CH:21]=[CH:20][N:19]=2)[CH2:5]1)=[O:9]. (3) Given the reactants [Br:1][C:2]1[C:10]2[C:5](=[CH:6][CH:7]=[CH:8][CH:9]=2)[NH:4][C:3]=1[C:11]([O:13]CC)=[O:12].[OH-].[Li+], predict the reaction product. The product is: [Br:1][C:2]1[C:10]2[C:5](=[CH:6][CH:7]=[CH:8][CH:9]=2)[NH:4][C:3]=1[C:11]([OH:13])=[O:12]. (4) The product is: [CH3:39][N:15]([CH3:14])[CH2:16][CH2:17][N:18]1[C:27]2[C@@:22]([CH3:37])([C@H:23]3[CH2:34][CH2:33][C@@:32]4([CH3:35])[C@@H:28]([CH2:29][CH:30]=[C:31]4[C:6]4[CH:7]=[CH:8][CH:9]=[C:10]5[C:5]=4[CH:4]=[CH:3][N:2]=[CH:1]5)[C@@H:24]3[CH2:25][CH:26]=2)[CH2:21][CH2:20][C:19]1=[O:38]. Given the reactants [CH:1]1[C:10]2[C:5](=[C:6](B(O)O)[CH:7]=[CH:8][CH:9]=2)[CH:4]=[CH:3][N:2]=1.[CH3:14][N:15]([CH3:39])[CH2:16][CH2:17][N:18]1[C:27]2[C@@:22]([CH3:37])([C@H:23]3[CH2:34][CH2:33][C@@:32]4([CH3:35])[C@@H:28]([CH2:29][CH:30]=[C:31]4I)[C@@H:24]3[CH2:25][CH:26]=2)[CH2:21][CH2:20][C:19]1=[O:38].O, predict the reaction product.